Dataset: Full USPTO retrosynthesis dataset with 1.9M reactions from patents (1976-2016). Task: Predict the reactants needed to synthesize the given product. (1) The reactants are: [Cl:1][C:2]1[C:7]([C:8](Cl)=[O:9])=[C:6]([F:11])[C:5]([NH:12][S:13]([CH2:16][CH2:17][CH3:18])(=[O:15])=[O:14])=[CH:4][CH:3]=1.[N:19]1[CH:24]=[CH:23][CH:22]=[C:21]([NH2:25])[CH:20]=1.O. Given the product [Cl:1][C:2]1[C:7]([C:8]([NH:25][C:21]2[CH:20]=[N:19][CH:24]=[CH:23][CH:22]=2)=[O:9])=[C:6]([F:11])[C:5]([NH:12][S:13]([CH2:16][CH2:17][CH3:18])(=[O:15])=[O:14])=[CH:4][CH:3]=1, predict the reactants needed to synthesize it. (2) The reactants are: [F:1][C:2]([F:51])([F:50])[C:3]1[CH:8]=[CH:7][C:6]([C:9]2[C:10]([C:15]([NH:17][C:18]3[CH:23]=[CH:22][C:21]([CH2:24][CH2:25][C:26]4[N:27]=[CH:28][N:29](C(C5C=CC=CC=5)(C5C=CC=CC=5)C5C=CC=CC=5)[CH:30]=4)=[CH:20][CH:19]=3)=[O:16])=[CH:11][CH:12]=[CH:13][CH:14]=2)=[CH:5][CH:4]=1.C1(OC)C=CC=CC=1.C(=O)([O-])[O-].[K+].[K+]. Given the product [NH:29]1[CH:30]=[C:26]([CH2:25][CH2:24][C:21]2[CH:22]=[CH:23][C:18]([NH:17][C:15]([C:10]3[C:9]([C:6]4[CH:5]=[CH:4][C:3]([C:2]([F:1])([F:50])[F:51])=[CH:8][CH:7]=4)=[CH:14][CH:13]=[CH:12][CH:11]=3)=[O:16])=[CH:19][CH:20]=2)[N:27]=[CH:28]1, predict the reactants needed to synthesize it. (3) Given the product [CH2:20]([NH:27][C@@H:5]([C:14]1[CH:15]=[CH:16][CH:17]=[CH:18][CH:19]=1)/[CH:6]=[CH:7]/[C:8]1[CH:9]=[CH:10][CH:11]=[CH:12][CH:13]=1)[C:21]1[CH:26]=[CH:25][CH:24]=[CH:23][CH:22]=1, predict the reactants needed to synthesize it. The reactants are: C(O[CH:5]([C:14]1[CH:19]=[CH:18][CH:17]=[CH:16][CH:15]=1)[CH:6]=[CH:7][C:8]1[CH:13]=[CH:12][CH:11]=[CH:10][CH:9]=1)(=O)C.[CH2:20]([NH2:27])[C:21]1[CH:26]=[CH:25][CH:24]=[CH:23][CH:22]=1. (4) Given the product [CH3:1][O:2][C:3]1[CH:4]=[CH:5][C:6]2[O:11][CH2:10][CH2:9][N:8]([CH2:12][CH2:13][NH:14][C:16](=[O:18])[CH3:17])[C:7]=2[CH:15]=1, predict the reactants needed to synthesize it. The reactants are: [CH3:1][O:2][C:3]1[CH:4]=[CH:5][C:6]2[O:11][CH2:10][CH2:9][N:8]([CH2:12][C:13]#[N:14])[C:7]=2[CH:15]=1.[C:16]([O-])(=[O:18])[CH3:17].[Na+]. (5) Given the product [C:23]1([C:19]2[CH:18]=[C:17]([C:10]3[N:9]=[C:8]([NH:29][C:30]4[CH:31]=[C:32]5[C:36](=[CH:37][CH:38]=4)[NH:35][N:34]=[CH:33]5)[C:7]4[C:12](=[CH:13][C:14]([O:15][CH3:16])=[C:5]([O:4][CH2:3][CH2:2][N:46]5[CH2:51][CH2:50][O:49][CH2:48][CH2:47]5)[CH:6]=4)[N:11]=3)[CH:22]=[CH:21][CH:20]=2)[CH:28]=[CH:27][CH:26]=[CH:25][CH:24]=1, predict the reactants needed to synthesize it. The reactants are: Cl[CH2:2][CH2:3][O:4][C:5]1[CH:6]=[C:7]2[C:12](=[CH:13][C:14]=1[O:15][CH3:16])[N:11]=[C:10]([C:17]1[CH:22]=[CH:21][CH:20]=[C:19]([C:23]3[CH:28]=[CH:27][CH:26]=[CH:25][CH:24]=3)[CH:18]=1)[N:9]=[C:8]2[NH:29][C:30]1[CH:31]=[C:32]2[C:36](=[CH:37][CH:38]=1)[N:35](C(OC(C)(C)C)=O)[N:34]=[CH:33]2.[NH:46]1[CH2:51][CH2:50][O:49][CH2:48][CH2:47]1. (6) The reactants are: Br[C:2]1[C:11]2[O:10][CH:9]([CH:12]([CH3:14])[CH3:13])[C:8](=[O:15])[N:7]([CH2:16][C:17]([NH:19][CH3:20])=[O:18])[C:6]=2[CH:5]=[C:4]([O:21][CH3:22])[CH:3]=1.[CH3:23][N:24]1[CH:29]=[C:28](B2OC(C)(C)C(C)(C)O2)[C:27]2[CH:39]=[CH:40][N:41]([S:42]([C:45]3[CH:50]=[CH:49][C:48]([CH3:51])=[CH:47][CH:46]=3)(=[O:44])=[O:43])[C:26]=2[C:25]1=[O:52].C(=O)([O-])[O-].[K+].[K+].ClCCl. Given the product [CH:12]([CH:9]1[C:8](=[O:15])[N:7]([CH2:16][C:17]([NH:19][CH3:20])=[O:18])[C:6]2[CH:5]=[C:4]([O:21][CH3:22])[CH:3]=[C:2]([C:28]3[C:27]4[CH:39]=[CH:40][N:41]([S:42]([C:45]5[CH:50]=[CH:49][C:48]([CH3:51])=[CH:47][CH:46]=5)(=[O:44])=[O:43])[C:26]=4[C:25](=[O:52])[N:24]([CH3:23])[CH:29]=3)[C:11]=2[O:10]1)([CH3:14])[CH3:13], predict the reactants needed to synthesize it. (7) Given the product [F:15][C:16]1[CH:24]=[CH:23][C:22]([I:25])=[CH:21][C:17]=1[C:18]([C:3]1[CH:8]=[C:7]([O:9][CH3:10])[C:6]([O:11][CH3:12])=[C:5]([O:13][CH3:14])[CH:4]=1)=[O:19], predict the reactants needed to synthesize it. The reactants are: [Mg].Br[C:3]1[CH:8]=[C:7]([O:9][CH3:10])[C:6]([O:11][CH3:12])=[C:5]([O:13][CH3:14])[CH:4]=1.[F:15][C:16]1[CH:24]=[CH:23][C:22]([I:25])=[CH:21][C:17]=1[C:18](Cl)=[O:19]. (8) Given the product [CH2:36]([O:16][C:15](=[O:17])[CH2:14][CH2:13][C@H:12]([C@@H:11]1[C@:19]2([CH3:27])[C:8]([C:7]3[CH2:6][CH2:5][C@@H:4]4[C@:23]([C:22]=3[CH2:21][CH2:20]2)([CH3:26])[CH2:24][CH2:25][C@H:2]([OH:1])[C:3]4([CH3:28])[CH3:29])=[CH:9][CH2:10]1)[CH3:18])[C:37]1[CH:42]=[CH:41][CH:40]=[CH:39][CH:38]=1, predict the reactants needed to synthesize it. The reactants are: [OH:1][C@H:2]1[CH2:25][CH2:24][C@@:23]2([CH3:26])[C@@H:4]([CH2:5][CH2:6][C:7]3[C:8]4[C@:19]([CH3:27])([CH2:20][CH2:21][C:22]=32)[C@@H:11]([C@H:12]([CH3:18])[CH2:13][CH2:14][C:15]([OH:17])=[O:16])[CH2:10][CH:9]=4)[C:3]1([CH3:29])[CH3:28].C(=O)([O-])[O-].[Cs+].[Cs+].[CH2:36](Cl)[C:37]1[CH:42]=[CH:41][CH:40]=[CH:39][CH:38]=1.